From a dataset of Reaction yield outcomes from USPTO patents with 853,638 reactions. Predict the reaction yield, written as a fraction of the theoretical maximum amount of product (1.0 means a 100% yield; for example, 0.34 means a 34% yield). (1) The reactants are [NH2:1][C:2]1[CH:7]=[CH:6][C:5]([N+:8]([O-:10])=[O:9])=[CH:4][C:3]=1[SH:11].[N:12](OCCC(C)C)=O.Cl.C(N)(=O)C. The catalyst is CCCCO.O. The product is [N+:8]([C:5]1[CH:6]=[CH:7][C:2]2[N:1]=[N:12][S:11][C:3]=2[CH:4]=1)([O-:10])=[O:9]. The yield is 0.540. (2) The reactants are [Cl:1][C:2]1[CH:3]=[C:4]2[C:8](=[CH:9][CH:10]=1)[NH:7][CH:6]=[C:5]2[CH2:11][CH2:12][NH:13][C:14](=[O:22])[C:15]1[CH:20]=[CH:19][C:18](I)=[CH:17][CH:16]=1.[F:23][C:24]([F:35])([F:34])[C:25]1[CH:30]=[CH:29][CH:28]=[CH:27][C:26]=1B(O)O.C(=O)([O-])[O-].[Na+].[Na+]. The catalyst is C(COC)OC.O.C1C=CC([P]([Pd]([P](C2C=CC=CC=2)(C2C=CC=CC=2)C2C=CC=CC=2)([P](C2C=CC=CC=2)(C2C=CC=CC=2)C2C=CC=CC=2)[P](C2C=CC=CC=2)(C2C=CC=CC=2)C2C=CC=CC=2)(C2C=CC=CC=2)C2C=CC=CC=2)=CC=1. The product is [Cl:1][C:2]1[CH:3]=[C:4]2[C:8](=[CH:9][CH:10]=1)[NH:7][CH:6]=[C:5]2[CH2:11][CH2:12][NH:13][C:14]([C:15]1[CH:20]=[CH:19][C:18]([C:26]2[CH:27]=[CH:28][CH:29]=[CH:30][C:25]=2[C:24]([F:35])([F:34])[F:23])=[CH:17][CH:16]=1)=[O:22]. The yield is 0.400. (3) The reactants are Cl[C:2]1[N:3]=[CH:4][CH:5]=[C:6]2[CH:10]=[CH:9][NH:8][C:7]=12.[F:11][C:12]1[CH:17]=[C:16]([N+:18]([O-:20])=[O:19])[CH:15]=[CH:14][C:13]=1[OH:21].C([O-])([O-])=O.[K+].[K+]. The catalyst is O(C1C=CC=CC=1)C1C=CC=CC=1. The product is [F:11][C:12]1[CH:17]=[C:16]([N+:18]([O-:20])=[O:19])[CH:15]=[CH:14][C:13]=1[O:21][C:2]1[N:3]=[CH:4][CH:5]=[C:6]2[CH:10]=[CH:9][NH:8][C:7]=12. The yield is 0.440. (4) The reactants are [C:1](=[O:4])([O-])[O-].[K+].[K+].[CH2:7](Br)[C:8]1[CH:13]=[CH:12][CH:11]=[CH:10][CH:9]=1.[Br:15][C:16]1C=[CH:20][C:19](O)=[C:18]([CH2:23][CH3:24])[CH:17]=1. The catalyst is CN(C=O)C. The product is [CH2:7]([O:4][C:1]1[CH:20]=[CH:19][C:18]([CH2:23][CH3:24])=[CH:17][C:16]=1[Br:15])[C:8]1[CH:13]=[CH:12][CH:11]=[CH:10][CH:9]=1. The yield is 0.870. (5) The reactants are ClC1C=CC2N=NN(OC(=[N+](C)C)N(C)C)C=2C=1.[N+:19]([C:22]1[CH:23]=[N:24][CH:25]=[CH:26][C:27]=1[C:28]1[CH2:29][CH2:30][NH:31][CH2:32][CH:33]=1)([O-:21])=[O:20].[O:34]1[CH2:37][C:36](=O)[CH2:35]1.CO. The catalyst is C1COCC1. The product is [N+:19]([C:22]1[CH:23]=[N:24][CH:25]=[CH:26][C:27]=1[C:28]1[CH2:29][CH2:30][N:31]([CH:36]2[CH2:37][O:34][CH2:35]2)[CH2:32][CH:33]=1)([O-:21])=[O:20]. The yield is 0.920.